This data is from Full USPTO retrosynthesis dataset with 1.9M reactions from patents (1976-2016). The task is: Predict the reactants needed to synthesize the given product. (1) Given the product [CH3:28][C:23]1([CH3:29])[C:24]([CH3:27])([CH3:26])[O:25][B:21]([C:2]2[CH:7]=[CH:6][C:5]([S:8][CH2:9][C:10]3[CH:15]=[CH:14][CH:13]=[CH:12][N:11]=3)=[CH:4][CH:3]=2)[O:22]1, predict the reactants needed to synthesize it. The reactants are: Br[C:2]1[CH:7]=[CH:6][C:5]([S:8][CH2:9][C:10]2[CH:15]=[CH:14][CH:13]=[CH:12][N:11]=2)=[CH:4][CH:3]=1.CC([O-])=O.[K+].[B:21]1([B:21]2[O:25][C:24]([CH3:27])([CH3:26])[C:23]([CH3:29])([CH3:28])[O:22]2)[O:25][C:24]([CH3:27])([CH3:26])[C:23]([CH3:29])([CH3:28])[O:22]1. (2) Given the product [NH:1]([C:16]([O:18][CH2:19][C:20]1[CH:21]=[CH:22][CH:23]=[CH:24][CH:25]=1)=[O:17])[C@H:2]([C:6]([N:8]1[CH2:15][CH2:14][CH2:13][C@H:9]1[C:10]([OH:12])=[O:11])=[O:7])[CH:3]([CH3:5])[CH3:4].[NH2:45][C:46]1[CH:47]=[C:48]2[C:53](=[CH:54][CH:55]=1)[N:52]=[CH:51][CH:50]=[CH:49]2, predict the reactants needed to synthesize it. The reactants are: [NH:1]([C:16]([O:18][CH2:19][C:20]1[CH:25]=[CH:24][CH:23]=[CH:22][CH:21]=1)=[O:17])[C@H:2]([C:6]([N:8]1[CH2:15][CH2:14][CH2:13][C@H:9]1[C:10]([OH:12])=[O:11])=[O:7])[CH:3]([CH3:5])[CH3:4].ON1C2C=CC=CC=2N=N1.C(N=C=NC(C)C)(C)C.[NH2:45][C:46]1[CH:47]=[C:48]2[C:53](=[CH:54][CH:55]=1)[N:52]=[CH:51][CH:50]=[CH:49]2. (3) Given the product [CH2:3]([O:5][C:6](=[O:32])[CH2:7][C:8]1[CH:13]=[C:12]([C:14]([F:16])([F:17])[F:15])[CH:11]=[C:10]([C:18]2[CH:23]=[CH:22][C:21]([C:24]([F:27])([F:25])[F:26])=[CH:20][C:19]=2[CH2:28][N:29]([C:37]([CH:33]2[CH2:36][CH2:35][CH2:34]2)=[O:38])[CH2:30][CH3:31])[N:9]=1)[CH3:4], predict the reactants needed to synthesize it. The reactants are: Cl.Cl.[CH2:3]([O:5][C:6](=[O:32])[CH2:7][C:8]1[CH:13]=[C:12]([C:14]([F:17])([F:16])[F:15])[CH:11]=[C:10]([C:18]2[CH:23]=[CH:22][C:21]([C:24]([F:27])([F:26])[F:25])=[CH:20][C:19]=2[CH2:28][NH:29][CH2:30][CH3:31])[N:9]=1)[CH3:4].[CH:33]1([C:37](Cl)=[O:38])[CH2:36][CH2:35][CH2:34]1. (4) Given the product [CH2:5]1[C@@H:7]2[C@@H:13]([CH2:12][CH2:10][CH2:9][CH2:8]2)[CH2:14][CH2:15][CH2:17]1, predict the reactants needed to synthesize it. The reactants are: C(=O)(OC(C)(C)C)OC/C=[C:5](\[CH2:7][CH2:8]/[CH:9]=[C:10](\[CH2:12][CH2:13][CH:14]=[C:15]([CH3:17])C)/C)/C. (5) Given the product [CH3:1][C:2]1[C:3](=[O:9])[CH2:4][CH2:5][CH2:6][C:7]=1[NH:10][C:11]1[CH:12]=[C:13]2[C:18](=[CH:19][CH:20]=1)[CH:17]=[C:16]([C:21]([OH:23])=[O:22])[CH:15]=[CH:14]2.[CH3:6][CH2:7][OH:8], predict the reactants needed to synthesize it. The reactants are: [CH3:1][CH:2]1[C:7](=[O:8])[CH2:6][CH2:5][CH2:4][C:3]1=[O:9].[NH2:10][C:11]1[CH:12]=[C:13]2[C:18](=[CH:19][CH:20]=1)[CH:17]=[C:16]([C:21]([OH:23])=[O:22])[CH:15]=[CH:14]2. (6) Given the product [Br:15][C:16]1[N:21]=[CH:20][C:19]([O:22][CH2:14][CH:12]([OH:13])[CH2:11][CH2:10][N:3]2[CH:4]=[C:5]([N+:7]([O-:9])=[O:8])[N:6]=[C:2]2[Cl:1])=[CH:18][CH:17]=1, predict the reactants needed to synthesize it. The reactants are: [Cl:1][C:2]1[N:3]([CH2:10][CH2:11][CH:12]2[CH2:14][O:13]2)[CH:4]=[C:5]([N+:7]([O-:9])=[O:8])[N:6]=1.[Br:15][C:16]1[N:21]=[CH:20][C:19]([OH:22])=[CH:18][CH:17]=1.C([O-])([O-])=O.[K+].[K+]. (7) Given the product [CH3:3][O:4][C:5]1[CH:6]=[C:7]([CH3:27])[C:8]([S:12]([N:15]2[C:24]3[C:19](=[CH:20][CH:21]=[CH:22][CH:23]=3)[CH2:18][CH2:17][CH:16]2[CH2:25][O:26][CH2:38][C:39]([N:144]2[CH2:149][CH2:148][N:147]([CH:35]3[CH2:33][CH2:36][N:134]([CH3:136])[CH2:133][CH2:132]3)[CH2:146][CH2:145]2)=[O:41])(=[O:13])=[O:14])=[C:9]([CH3:11])[CH:10]=1, predict the reactants needed to synthesize it. The reactants are: [OH-].[Na+].[CH3:3][O:4][C:5]1[CH:10]=[C:9]([CH3:11])[C:8]([S:12]([N:15]2[C:24]3[C:19](=[CH:20][CH:21]=[CH:22][CH:23]=3)[CH2:18][CH2:17][CH:16]2[CH2:25][OH:26])(=[O:14])=[O:13])=[C:7]([CH3:27])[CH:6]=1.BrCC(O[C:33]([CH3:36])([CH3:35])C)=O.F[C:38](F)(F)[C:39]([OH:41])=O.COC1C=C(C)C(S(N2C3C(=CC=CC=3)CCC2COCC(OC(C)(C)C)=O)(=O)=O)=C(C)C=1.COC1C=C(C)C(S(N2C3C(=CC=CC=3)CCC2COCC(O)=O)(=O)=O)=C(C)C=1.C(N(C(C)C)CC)(C)C.ON1C2C=CC=CC=2N=N1.Cl.C(N=C=NC[CH2:132][CH2:133][N:134]([CH3:136])C)C.CN1CCC([N:144]2[CH2:149][CH2:148][NH:147][CH2:146][CH2:145]2)CC1.